This data is from Full USPTO retrosynthesis dataset with 1.9M reactions from patents (1976-2016). The task is: Predict the reactants needed to synthesize the given product. Given the product [CH:3]#[C:4][CH:5]=[CH:6][C:7]#[C:8][CH2:9][CH2:10][CH2:11][CH3:12], predict the reactants needed to synthesize it. The reactants are: C[Si](C)(C)[C:3]#[C:4][CH:5]=[CH:6][C:7]#[C:8][CH2:9][CH2:10][CH2:11][CH3:12].C([O-])([O-])=O.[K+].[K+].